From a dataset of Catalyst prediction with 721,799 reactions and 888 catalyst types from USPTO. Predict which catalyst facilitates the given reaction. (1) Reactant: [F:1][C:2]1[CH:11]=[C:10]2[C:5]([CH:6]=[CH:7][C:8](=[O:12])[NH:9]2)=[CH:4][CH:3]=1.[F:13][C:14]([F:27])([F:26])[S:15](O[S:15]([C:14]([F:27])([F:26])[F:13])(=[O:17])=[O:16])(=[O:17])=[O:16]. Product: [F:13][C:14]([F:27])([F:26])[S:15]([O:12][C:8]1[CH:7]=[CH:6][C:5]2[C:10](=[CH:11][C:2]([F:1])=[CH:3][CH:4]=2)[N:9]=1)(=[O:17])=[O:16]. The catalyst class is: 17. (2) Reactant: [Br:1][C:2]1[N:7]=[C:6]([C:8]2[C:9]([O:17][CH3:18])=[N:10][C:11]([CH:14]([CH3:16])[CH3:15])=[CH:12][CH:13]=2)[C:5]([CH3:19])=[C:4]([CH3:20])[C:3]=1[NH:21][C@@H:22]([CH3:26])[CH2:23][O:24][CH3:25].[H-].[Na+].[CH2:29](Br)[CH:30]=[CH2:31].O. Product: [Br:1][C:2]1[N:7]=[C:6]([C:8]2[C:9]([O:17][CH3:18])=[N:10][C:11]([CH:14]([CH3:15])[CH3:16])=[CH:12][CH:13]=2)[C:5]([CH3:19])=[C:4]([CH3:20])[C:3]=1[N:21]([C@@H:22]([CH3:26])[CH2:23][O:24][CH3:25])[CH2:31][CH:30]=[CH2:29]. The catalyst class is: 37. (3) The catalyst class is: 12. Reactant: [O:1]1[CH:5]=[CH:4][C:3]([N:6]2[CH:11]=[CH:10][C:9]([CH2:12][NH:13]C(=O)OC(C)(C)C)=[CH:8][C:7]2=[O:21])=[CH:2]1.Cl. Product: [NH2:13][CH2:12][C:9]1[CH:10]=[CH:11][N:6]([C:3]2[CH:4]=[CH:5][O:1][CH:2]=2)[C:7](=[O:21])[CH:8]=1. (4) Reactant: C(OC([N:11]1[CH2:18][CH2:17][N:16]([CH:19]2[CH2:22][O:21][CH2:20]2)[CH2:15][C:12]21[CH2:14][CH2:13]2)=O)C1C=CC=CC=1. Product: [O:21]1[CH2:22][CH:19]([N:16]2[CH2:15][C:12]3([CH2:13][CH2:14]3)[NH:11][CH2:18][CH2:17]2)[CH2:20]1. The catalyst class is: 45.